Dataset: Catalyst prediction with 721,799 reactions and 888 catalyst types from USPTO. Task: Predict which catalyst facilitates the given reaction. (1) Reactant: [Si:1]([O:8][C@H:9]1[CH2:14][CH2:13][C@H:12]2[C@H:15]3[C@H:25]([CH2:26][CH2:27][C@:10]12[CH3:11])[C@:23]1([CH3:24])[C@H:18]([CH2:19][C:20](=[O:28])[CH2:21][CH2:22]1)[CH2:17][C@H:16]3[CH2:29][CH2:30][CH2:31][C:32]1[CH:37]=[C:36]([OH:38])[CH:35]=[C:34]([O:39][CH2:40][C:41]2[CH:46]=[CH:45][CH:44]=[CH:43][CH:42]=2)[CH:33]=1)([C:4]([CH3:7])([CH3:6])[CH3:5])([CH3:3])[CH3:2].[H-].[Na+].[CH2:49]([O:56][C:57](=[O:62])[CH2:58][CH2:59][CH2:60]Br)[C:50]1[CH:55]=[CH:54][CH:53]=[CH:52][CH:51]=1.O. Product: [Si:1]([O:8][C@H:9]1[CH2:14][CH2:13][C@H:12]2[C@H:15]3[C@H:25]([CH2:26][CH2:27][C@:10]12[CH3:11])[C@:23]1([CH3:24])[C@H:18]([CH2:19][C:20](=[O:28])[CH2:21][CH2:22]1)[CH2:17][C@H:16]3[CH2:29][CH2:30][CH2:31][C:32]1[CH:37]=[C:36]([O:38][CH2:60][CH2:59][CH2:58][C:57]([O:56][CH2:49][C:50]2[CH:51]=[CH:52][CH:53]=[CH:54][CH:55]=2)=[O:62])[CH:35]=[C:34]([O:39][CH2:40][C:41]2[CH:42]=[CH:43][CH:44]=[CH:45][CH:46]=2)[CH:33]=1)([C:4]([CH3:5])([CH3:6])[CH3:7])([CH3:3])[CH3:2]. The catalyst class is: 3. (2) The catalyst class is: 1. Product: [C:1]([C:3]1[CH:8]=[CH:7][C:6]([C:9]2[N:14]=[C:13]([C@H:15]([O:20][C:21]3[CH:26]=[CH:25][C:24]([O:27][CH2:28][C:29]([OH:31])=[O:30])=[C:23]([CH3:34])[CH:22]=3)[CH2:16][O:17][CH2:18][CH3:19])[CH:12]=[CH:11][CH:10]=2)=[CH:5][CH:4]=1)#[N:2]. Reactant: [C:1]([C:3]1[CH:8]=[CH:7][C:6]([C:9]2[N:14]=[C:13]([C@H:15]([O:20][C:21]3[CH:26]=[CH:25][C:24]([O:27][CH2:28][C:29]([O:31]CC)=[O:30])=[C:23]([CH3:34])[CH:22]=3)[CH2:16][O:17][CH2:18][CH3:19])[CH:12]=[CH:11][CH:10]=2)=[CH:5][CH:4]=1)#[N:2].O.[OH-].[Na+].Cl. (3) Reactant: [CH3:1][O:2][CH2:3][CH2:4][C:5]1[CH:10]=[CH:9][CH:8]=[C:7]([N+:11]([O-])=O)[CH:6]=1. Product: [CH3:1][O:2][CH2:3][CH2:4][C:5]1[CH:6]=[C:7]([CH:8]=[CH:9][CH:10]=1)[NH2:11]. The catalyst class is: 50. (4) Reactant: [NH2:1][C:2]1[CH:31]=[CH:30][C:5]2[CH2:6][CH2:7][CH2:8][CH:9]([N:11]([CH2:19][C@H:20]([OH:29])[CH2:21][O:22][C:23]3[CH:28]=[CH:27][CH:26]=[CH:25][CH:24]=3)[CH2:12][C:13]3[CH:18]=[CH:17][CH:16]=[CH:15][CH:14]=3)[CH2:10][C:4]=2[CH:3]=1.[CH3:32][N:33]([CH3:38])[S:34](Cl)(=[O:36])=[O:35].C(=O)([O-])O.[Na+]. Product: [CH3:32][N:33]([CH3:38])[S:34]([NH:1][C:2]1[CH:31]=[CH:30][C:5]2[CH2:6][CH2:7][CH2:8][CH:9]([N:11]([CH2:19][C@H:20]([OH:29])[CH2:21][O:22][C:23]3[CH:28]=[CH:27][CH:26]=[CH:25][CH:24]=3)[CH2:12][C:13]3[CH:18]=[CH:17][CH:16]=[CH:15][CH:14]=3)[CH2:10][C:4]=2[CH:3]=1)(=[O:36])=[O:35]. The catalyst class is: 17.